Dataset: Forward reaction prediction with 1.9M reactions from USPTO patents (1976-2016). Task: Predict the product of the given reaction. Given the reactants F[C:2](F)(F)[C:3](O)=O.FC(F)(F)C([O:12][CH2:13][CH2:14][C:15]1[CH:20]=[CH:19][C:18]([O:21][CH:22]2[CH2:27][CH2:26][NH:25][CH2:24][CH2:23]2)=[CH:17][CH:16]=1)=O.[C:30](O[BH-](OC(=O)C)OC(=O)C)(=O)[CH3:31].[Na+], predict the reaction product. The product is: [CH:3]1([N:25]2[CH2:24][CH2:23][CH:22]([O:21][C:18]3[CH:17]=[CH:16][C:15]([CH2:14][CH2:13][OH:12])=[CH:20][CH:19]=3)[CH2:27][CH2:26]2)[CH2:2][CH2:31][CH2:30]1.